From a dataset of Forward reaction prediction with 1.9M reactions from USPTO patents (1976-2016). Predict the product of the given reaction. Given the reactants [OH2:1].Cl[C:3]1[N:4]=[N:5][C:6]([O:9][C:10]2[CH:15]=[CH:14][CH:13]=[CH:12][CH:11]=2)=[CH:7][CH:8]=1.[OH-].[Na+], predict the reaction product. The product is: [O:9]([C:6]1[CH:7]=[CH:8][C:3](=[O:1])[NH:4][N:5]=1)[C:10]1[CH:15]=[CH:14][CH:13]=[CH:12][CH:11]=1.